This data is from Peptide-MHC class I binding affinity with 185,985 pairs from IEDB/IMGT. The task is: Regression. Given a peptide amino acid sequence and an MHC pseudo amino acid sequence, predict their binding affinity value. This is MHC class I binding data. (1) The peptide sequence is LDFVRFMGV. The MHC is HLA-A23:01 with pseudo-sequence HLA-A23:01. The binding affinity (normalized) is 0. (2) The peptide sequence is ELHNGFTGY. The MHC is HLA-B39:01 with pseudo-sequence HLA-B39:01. The binding affinity (normalized) is 0.0847. (3) The peptide sequence is ILFQRTFSI. The MHC is HLA-B07:02 with pseudo-sequence HLA-B07:02. The binding affinity (normalized) is 0.